Dataset: Catalyst prediction with 721,799 reactions and 888 catalyst types from USPTO. Task: Predict which catalyst facilitates the given reaction. (1) Reactant: [CH2:1]([C:21]1[CH:25]=[C:24]([C:26]([CH3:32])([CH3:31])[C:27]([CH3:30])(O)[CH3:28])[N:23]([C:33]2[CH:38]=[CH:37][CH:36]=[CH:35][CH:34]=2)[N:22]=1)[CH2:2][C:3]1[CH:7]=[C:6]([C:8]([CH3:14])([CH3:13])[C:9]([CH3:12])(O)[CH3:10])[N:5]([C:15]2[CH:20]=[CH:19][CH:18]=[CH:17][CH:16]=2)[N:4]=1.[Cl-].[Cl-].[Cl-].[Al+3]. Product: [CH3:14][C:8]1([CH3:13])[C:9]([CH3:12])([CH3:10])[C:16]2[C:15](=[CH:20][CH:19]=[CH:18][CH:17]=2)[N:5]2[N:4]=[C:3]([CH2:2][CH2:1][C:21]3[CH:25]=[C:24]4[C:26]([CH3:32])([CH3:31])[C:27]([CH3:28])([CH3:30])[C:34]5[C:33]([N:23]4[N:22]=3)=[CH:38][CH:37]=[CH:36][CH:35]=5)[CH:7]=[C:6]12. The catalyst class is: 22. (2) Reactant: O=C(C1C=CC=CC=1)C[O:4][C:5](=[O:19])[C:6]1[CH:11]=[CH:10][CH:9]=[C:8]([NH:12][C:13](=[O:18])[C:14]([F:17])([F:16])[F:15])[CH:7]=1.NC1C=C(C=CC=1)C(O)=O.FC(F)(F)C(OC(=O)C(F)(F)F)=O. Product: [F:15][C:14]([F:16])([F:17])[C:13]([NH:12][C:8]1[CH:7]=[C:6]([CH:11]=[CH:10][CH:9]=1)[C:5]([OH:19])=[O:4])=[O:18]. The catalyst class is: 4.